This data is from Full USPTO retrosynthesis dataset with 1.9M reactions from patents (1976-2016). The task is: Predict the reactants needed to synthesize the given product. The reactants are: [O:1]=[S:2]1(=[O:40])[CH2:7][CH2:6][N:5]([CH2:8][C:9]2[CH:14]=[CH:13][C:12]([NH:15][C:16](=[O:39])[C:17]3[CH:22]=[CH:21][C:20]([C:23]4[CH:28]=[CH:27][C:26]([C:29]5[NH:33][C:32]([C@@H:34]6[CH2:38][CH2:37][CH2:36][NH:35]6)=[N:31][CH:30]=5)=[CH:25][CH:24]=4)=[CH:19][CH:18]=3)=[CH:11][CH:10]=2)[CH2:4][CH2:3]1.[CH3:41][O:42][C:43]([NH:45][C@@H:46]([CH:50]([CH3:52])[CH3:51])[C:47](O)=[O:48])=[O:44].CN(C(ON1N=NC2C=CC=CC1=2)=[N+](C)C)C.F[P-](F)(F)(F)(F)F.CN1CCOCC1. Given the product [O:40]=[S:2]1(=[O:1])[CH2:7][CH2:6][N:5]([CH2:8][C:9]2[CH:10]=[CH:11][C:12]([NH:15][C:16]([C:17]3[CH:18]=[CH:19][C:20]([C:23]4[CH:24]=[CH:25][C:26]([C:29]5[NH:33][C:32]([C@@H:34]6[CH2:38][CH2:37][CH2:36][N:35]6[C:47]([C@@H:46]([NH:45][C:43](=[O:44])[O:42][CH3:41])[CH:50]([CH3:52])[CH3:51])=[O:48])=[N:31][CH:30]=5)=[CH:27][CH:28]=4)=[CH:21][CH:22]=3)=[O:39])=[CH:13][CH:14]=2)[CH2:4][CH2:3]1, predict the reactants needed to synthesize it.